This data is from NCI-60 drug combinations with 297,098 pairs across 59 cell lines. The task is: Regression. Given two drug SMILES strings and cell line genomic features, predict the synergy score measuring deviation from expected non-interaction effect. (1) Drug 1: C1CC(C1)(C(=O)O)C(=O)O.[NH2-].[NH2-].[Pt+2]. Drug 2: C#CCC(CC1=CN=C2C(=N1)C(=NC(=N2)N)N)C3=CC=C(C=C3)C(=O)NC(CCC(=O)O)C(=O)O. Cell line: SN12C. Synergy scores: CSS=15.1, Synergy_ZIP=-2.01, Synergy_Bliss=-2.34, Synergy_Loewe=-8.88, Synergy_HSA=-3.56. (2) Drug 1: C1=NC2=C(N=C(N=C2N1C3C(C(C(O3)CO)O)F)Cl)N. Drug 2: CC1=C2C(C(=O)C3(C(CC4C(C3C(C(C2(C)C)(CC1OC(=O)C(C(C5=CC=CC=C5)NC(=O)C6=CC=CC=C6)O)O)OC(=O)C7=CC=CC=C7)(CO4)OC(=O)C)O)C)OC(=O)C. Cell line: M14. Synergy scores: CSS=-2.36, Synergy_ZIP=-1.02, Synergy_Bliss=-9.68, Synergy_Loewe=-12.6, Synergy_HSA=-14.8.